The task is: Predict the reactants needed to synthesize the given product.. This data is from Full USPTO retrosynthesis dataset with 1.9M reactions from patents (1976-2016). (1) Given the product [Cl:12][C:8]1[C:9]([CH3:11])=[C:10]([NH:23][C:20]2[CH:19]=[CH:18][C:17]([O:16][CH2:15][CH3:14])=[CH:22][CH:21]=2)[C:5]2[N:6]([CH:13]=[CH:3][N:4]=2)[N:7]=1, predict the reactants needed to synthesize it. The reactants are: Cl.Br[C:3]1[N:4]=[C:5]2[CH:10]=[C:9]([CH3:11])[C:8]([Cl:12])=[N:7][N:6]2[CH:13]=1.[CH3:14][CH2:15][O:16][C:17]1[CH:18]=[CH:19][C:20]([NH2:23])=[CH:21][CH:22]=1.CC([O-])(C)C.[K+]. (2) Given the product [OH:16][CH2:15][C:14]1[C:19]([C:20]2[CH:21]=[CH:22][C:23]([CH3:26])=[CH:24][CH:25]=2)=[C:10]([CH2:9][NH:8][C:6](=[O:7])[O:5][C:1]([CH3:3])([CH3:4])[CH3:2])[C:11]([CH2:31][CH:32]([CH3:34])[CH3:33])=[N:12][C:13]=1[CH2:27][CH:28]([CH3:29])[CH3:30], predict the reactants needed to synthesize it. The reactants are: [C:1]([O:5][C:6]([NH:8][CH2:9][C:10]1[C:11]([CH2:31][CH:32]([CH3:34])[CH3:33])=[N:12][C:13]([CH2:27][CH:28]([CH3:30])[CH3:29])=[C:14]([C:19]=1[C:20]1[CH:25]=[CH:24][C:23]([CH3:26])=[CH:22][CH:21]=1)[C:15](OC)=[O:16])=[O:7])([CH3:4])([CH3:3])[CH3:2].C1(C)C=CC=CC=1.[H-].C([Al+]CC(C)C)C(C)C.CO.O.O.O.O.O.O.O.O.O.O.S([O-])([O-])(=O)=O.[Na+].[Na+]. (3) The reactants are: [H-].[Al+3].[Li+].[H-].[H-].[H-].[CH3:7][O:8][CH2:9][O:10][C:11]1[CH:12]=[C:13]([CH:18]=[C:19]([O:21][CH2:22][O:23][CH3:24])[CH:20]=1)[C:14](OC)=[O:15].O. Given the product [CH3:24][O:23][CH2:22][O:21][C:19]1[CH:18]=[C:13]([CH:12]=[C:11]([O:10][CH2:9][O:8][CH3:7])[CH:20]=1)[CH2:14][OH:15], predict the reactants needed to synthesize it. (4) Given the product [NH:19]1[C:20]2[C:16](=[CH:15][CH:14]=[C:13]([NH:12][C:6]3[C:5]4[C:10](=[CH:11][C:2]([O:1][CH2:31][CH2:30][CH2:29][N:24]5[CH:28]=[CH:27][N:26]=[N:25]5)=[C:3]([O:22][CH3:23])[CH:4]=4)[N:9]=[CH:8][N:7]=3)[CH:21]=2)[CH:17]=[CH:18]1, predict the reactants needed to synthesize it. The reactants are: [OH:1][C:2]1[CH:11]=[C:10]2[C:5]([C:6]([NH:12][C:13]3[CH:21]=[C:20]4[C:16]([CH:17]=[CH:18][NH:19]4)=[CH:15][CH:14]=3)=[N:7][CH:8]=[N:9]2)=[CH:4][C:3]=1[O:22][CH3:23].[N:24]1([CH2:29][CH2:30][CH2:31]O)[CH:28]=[CH:27][N:26]=[N:25]1. (5) Given the product [Cl:16][CH2:15][C:13]1[N:14]=[C:10]([NH:9][C:7]([NH:6][CH2:5][C:4]2[CH:17]=[CH:18][CH:19]=[C:2]([F:21])[CH:3]=2)=[O:8])[S:11][CH:12]=1, predict the reactants needed to synthesize it. The reactants are: Cl[C:2]1[CH:3]=[C:4]([CH:17]=[CH:18][C:19]=1Cl)[CH2:5][NH:6][C:7]([NH:9][C:10]1[S:11][CH:12]=[C:13]([CH2:15][Cl:16])[N:14]=1)=[O:8].[F:21]C1C=C(C=CC=1)CN=C=O. (6) Given the product [N+:8]([C:5]1[CH:6]=[CH:7][C:2]([O:1][CH2:41][C:42]([F:48])([F:47])[C:43]([F:46])([F:45])[F:44])=[C:3]([C:11]([N:13]2[CH2:18][CH2:17][N:16]([C:19]3[CH:24]=[CH:23][C:22]([C:25]([F:28])([F:27])[F:26])=[CH:21][CH:20]=3)[CH2:15][CH2:14]2)=[O:12])[CH:4]=1)([O-:10])=[O:9], predict the reactants needed to synthesize it. The reactants are: [OH:1][C:2]1[CH:7]=[CH:6][C:5]([N+:8]([O-:10])=[O:9])=[CH:4][C:3]=1[C:11]([N:13]1[CH2:18][CH2:17][N:16]([C:19]2[CH:24]=[CH:23][C:22]([C:25]([F:28])([F:27])[F:26])=[CH:21][CH:20]=2)[CH2:15][CH2:14]1)=[O:12].C(=O)([O-])[O-].[K+].[K+].FC(F)(F)S(O[CH2:41][C:42]([F:48])([F:47])[C:43]([F:46])([F:45])[F:44])(=O)=O.